From a dataset of Peptide-MHC class I binding affinity with 185,985 pairs from IEDB/IMGT. Regression. Given a peptide amino acid sequence and an MHC pseudo amino acid sequence, predict their binding affinity value. This is MHC class I binding data. (1) The peptide sequence is FSTSAYLVSIF. The MHC is H-2-Db with pseudo-sequence H-2-Db. The binding affinity (normalized) is 0. (2) The peptide sequence is DYMTSMKRF. The MHC is HLA-A23:01 with pseudo-sequence HLA-A23:01. The binding affinity (normalized) is 0.383. (3) The peptide sequence is YMLSWGKEA. The MHC is HLA-A68:02 with pseudo-sequence HLA-A68:02. The binding affinity (normalized) is 0.0847. (4) The peptide sequence is SPSYVKYRYL. The MHC is Mamu-A2201 with pseudo-sequence Mamu-A2201. The binding affinity (normalized) is 0.546. (5) The peptide sequence is WIPKRNRSI. The MHC is HLA-B38:01 with pseudo-sequence HLA-B38:01. The binding affinity (normalized) is 0.0847. (6) The peptide sequence is GEYAPFARL. The MHC is HLA-A26:01 with pseudo-sequence HLA-A26:01. The binding affinity (normalized) is 0.0847. (7) The peptide sequence is YPAVINSNI. The MHC is HLA-A26:01 with pseudo-sequence HLA-A26:01. The binding affinity (normalized) is 0.0847. (8) The peptide sequence is KLNGAMVEY. The MHC is HLA-A01:01 with pseudo-sequence HLA-A01:01. The binding affinity (normalized) is 0. (9) The peptide sequence is KSSLEVYIY. The MHC is HLA-A01:01 with pseudo-sequence HLA-A01:01. The binding affinity (normalized) is 0.532. (10) The peptide sequence is LVEYGTVVNK. The MHC is HLA-A31:01 with pseudo-sequence HLA-A31:01. The binding affinity (normalized) is 0.235.